From a dataset of Reaction yield outcomes from USPTO patents with 853,638 reactions. Predict the reaction yield, written as a fraction of the theoretical maximum amount of product (1.0 means a 100% yield; for example, 0.34 means a 34% yield). (1) The reactants are COC(=O)C(NC1C=C([Cl:16])C=C(Cl)C=1OCC1C=CC=CC=1)=CC([O-])=O.C[O:28][C:29]([C:31]1[CH:40]=[C:39]([C:41]2[CH:46]=[CH:45][N:44]=[C:43]([N:47]3[CH2:52][CH2:51][NH:50][CH2:49][CH2:48]3)[N:42]=2)[C:38]2[C:33](=[C:34]([O:53]CC3C=CC=CC=3)[CH:35]=[CH:36][CH:37]=2)[N:32]=1)=[O:30]. No catalyst specified. The product is [ClH:16].[OH:53][C:34]1[CH:35]=[CH:36][CH:37]=[C:38]2[C:33]=1[N:32]=[C:31]([C:29]([OH:30])=[O:28])[CH:40]=[C:39]2[C:41]1[CH:46]=[CH:45][N:44]=[C:43]([N:47]2[CH2:48][CH2:49][NH:50][CH2:51][CH2:52]2)[N:42]=1. The yield is 0.720. (2) The reactants are [CH3:1][C:2]1[C:6]([CH2:7][N:8]2[CH:12]=[C:11]([NH:13]C(=O)OC(C)(C)C)[CH:10]=[N:9]2)=[C:5]([CH3:21])[O:4][N:3]=1.[ClH:22]. The catalyst is O1CCOCC1. The product is [ClH:22].[CH3:1][C:2]1[C:6]([CH2:7][N:8]2[CH:12]=[C:11]([NH2:13])[CH:10]=[N:9]2)=[C:5]([CH3:21])[O:4][N:3]=1. The yield is 0.990. (3) The reactants are [H-].[Na+].[CH2:3]([OH:11])[CH2:4][C:5]1[CH:10]=[CH:9][CH:8]=[CH:7][CH:6]=1.[C:12]([O:16][C:17](=[O:35])[NH:18][CH:19]1[CH2:24][CH2:23][N:22]([S:25]([C:28]2[CH:29]=[N:30][C:31](Cl)=[CH:32][CH:33]=2)(=[O:27])=[O:26])[CH2:21][CH2:20]1)([CH3:15])([CH3:14])[CH3:13]. The catalyst is CN(C=O)C. The product is [C:12]([O:16][C:17](=[O:35])[NH:18][CH:19]1[CH2:20][CH2:21][N:22]([S:25]([C:28]2[CH:29]=[N:30][C:31]([O:11][CH2:3][CH2:4][C:5]3[CH:10]=[CH:9][CH:8]=[CH:7][CH:6]=3)=[CH:32][CH:33]=2)(=[O:27])=[O:26])[CH2:23][CH2:24]1)([CH3:15])([CH3:13])[CH3:14]. The yield is 0.750. (4) The reactants are [CH3:1][O:2][CH2:3][CH2:4][O:5][CH2:6][C:7]([CH3:13])([CH3:12])[C:8]([O:10]C)=[O:9].[OH-].[K+]. The catalyst is O. The product is [CH3:1][O:2][CH2:3][CH2:4][O:5][CH2:6][C:7]([CH3:13])([CH3:12])[C:8]([OH:10])=[O:9]. The yield is 0.960. (5) The reactants are [F:1][C:2]1[CH:3]=[C:4]([NH:9][C:10](=[O:12])[CH3:11])[CH:5]=[C:6]([CH3:8])[CH:7]=1.[C:13](Cl)(=[O:15])[CH3:14].[Cl-].[Al+3].[Cl-].[Cl-]. The yield is 0.970. The catalyst is C(=S)=S. The product is [C:13]([C:7]1[C:6]([CH3:8])=[CH:5][C:4]([NH:9][C:10](=[O:12])[CH3:11])=[CH:3][C:2]=1[F:1])(=[O:15])[CH3:14].